The task is: Predict the product of the given reaction.. This data is from Forward reaction prediction with 1.9M reactions from USPTO patents (1976-2016). (1) Given the reactants [C:1]([C:3]1[CH:8]=[CH:7][C:6]([C:9]([CH:21]2[CH2:25][CH2:24][CH2:23][CH2:22]2)([CH3:20])[C:10]([O:12][CH:13]2[CH2:18][CH2:17][N:16]([CH3:19])[CH2:15][CH2:14]2)=[O:11])=[CH:5][CH:4]=1)#[N:2].[I:26][CH3:27], predict the reaction product. The product is: [I-:26].[C:1]([C:3]1[CH:8]=[CH:7][C:6]([C:9]([CH:21]2[CH2:22][CH2:23][CH2:24][CH2:25]2)([CH3:20])[C:10]([O:12][CH:13]2[CH2:18][CH2:17][N+:16]([CH3:27])([CH3:19])[CH2:15][CH2:14]2)=[O:11])=[CH:5][CH:4]=1)#[N:2]. (2) Given the reactants [CH3:1][NH2:2].CS(O[CH2:8][CH2:9][CH2:10][CH2:11][CH2:12][CH2:13][CH2:14][CH2:15]/[CH:16]=[CH:17]\[CH2:18][CH2:19][CH2:20][CH2:21][CH2:22][CH3:23])(=O)=O, predict the reaction product. The product is: [CH3:1][N:2]([CH2:23][CH2:22][CH2:21][CH2:20][CH2:19][CH2:18][CH2:17][CH2:16]/[CH:15]=[CH:14]\[CH2:13][CH2:12][CH2:11][CH2:10][CH2:9][CH3:8])[CH2:8][CH2:9][CH2:10][CH2:11][CH2:12][CH2:13][CH2:14][CH2:15]/[CH:16]=[CH:17]\[CH2:18][CH2:19][CH2:20][CH2:21][CH2:22][CH3:23]. (3) Given the reactants [Cl:1][C:2]1[C:3]([F:23])=[C:4]([NH:8][C:9]2[C:18]3[C:13](=[CH:14][C:15]([O:21][CH3:22])=[C:16]([CH:19]=O)[CH:17]=3)[N:12]=[CH:11][N:10]=2)[CH:5]=[CH:6][CH:7]=1.[NH2:24][C:25]1([C:37]([OH:39])=[O:38])[CH2:29][CH2:28][N:27]([C:30](OC(C)(C)C)=O)[CH2:26]1.N[C:41]1(C(O)=O)CCN(C(OC(C)(C)C)=O)CC1.C=O, predict the reaction product. The product is: [Cl:1][C:2]1[C:3]([F:23])=[C:4]([NH:8][C:9]2[C:18]3[C:13](=[CH:14][C:15]([O:21][CH3:22])=[C:16]([CH2:19][N:24]([CH3:41])[C:25]4([C:37]([OH:39])=[O:38])[CH2:29][CH2:28][N:27]([CH3:30])[CH2:26]4)[CH:17]=3)[N:12]=[CH:11][N:10]=2)[CH:5]=[CH:6][CH:7]=1. (4) Given the reactants C1C=CC(P(N=[N+]=[N-])(C2C=CC=CC=2)=[O:8])=CC=1.[CH3:18][P:19]([CH2:22][C:23]1[CH:24]=[C:25]([N:29]2[C:33](C(O)=O)=[CH:32][C:31]([CH:37]([CH3:39])[CH3:38])=[N:30]2)[CH:26]=[CH:27][CH:28]=1)([CH3:21])=[O:20].CC[N:42]([CH2:45]C)CC.[NH2:47][C:48]1[C:57]2[C:52](=[CH:53][CH:54]=[CH:55][CH:56]=2)[C:51]([O:58][C:59]2[CH:64]=[CH:63][N:62]=[C:61]([NH:65][C:66]3[CH:71]=[C:70]([O:72][CH2:73][CH2:74][N:75]4[CH2:80][CH2:79][O:78][CH2:77][CH2:76]4)[CH:69]=[C:68]([O:81][CH3:82])[CH:67]=3)[CH:60]=2)=[CH:50][CH:49]=1, predict the reaction product. The product is: [CH3:21][P:19]([CH2:22][C:23]1[CH:24]=[C:25]([N:29]2[C:33]([NH:42][C:45]([NH:47][C:48]3[C:57]4[C:52](=[CH:53][CH:54]=[CH:55][CH:56]=4)[C:51]([O:58][C:59]4[CH:64]=[CH:63][N:62]=[C:61]([NH:65][C:66]5[CH:71]=[C:70]([O:72][CH2:73][CH2:74][N:75]6[CH2:76][CH2:77][O:78][CH2:79][CH2:80]6)[CH:69]=[C:68]([O:81][CH3:82])[CH:67]=5)[CH:60]=4)=[CH:50][CH:49]=3)=[O:8])=[CH:32][C:31]([CH:37]([CH3:38])[CH3:39])=[N:30]2)[CH:26]=[CH:27][CH:28]=1)([CH3:18])=[O:20]. (5) Given the reactants [Br:1][C:2]1[CH:7]=[CH:6][C:5]([C:8]([O:23]C)=[C:9]2[CH2:15][CH:14]3[N:16]([C:17]4[N:22]=[CH:21][CH:20]=[CH:19][N:18]=4)[CH:11]([CH2:12][CH2:13]3)[CH2:10]2)=[CH:4][CH:3]=1.Cl.C([O-])(O)=O.[Na+], predict the reaction product. The product is: [Br:1][C:2]1[CH:7]=[CH:6][C:5]([C:8]([CH:9]2[CH2:15][CH:14]3[N:16]([C:17]4[N:18]=[CH:19][CH:20]=[CH:21][N:22]=4)[CH:11]([CH2:12][CH2:13]3)[CH2:10]2)=[O:23])=[CH:4][CH:3]=1. (6) Given the reactants [F:1][C:2]1([F:26])[CH2:8][N:7]([C:9]2[N:13]([CH3:14])[N:12]=[CH:11][C:10]=2[N+:15]([O-:17])=[O:16])[CH2:6][CH2:5][CH:4]([NH:18][C:19](=[O:25])[O:20][C:21]([CH3:24])([CH3:23])[CH3:22])[CH2:3]1.[CH3:27][Si](C)(C)[N-][Si](C)(C)C.[Li+].IC.O, predict the reaction product. The product is: [F:26][C:2]1([F:1])[CH2:8][N:7]([C:9]2[N:13]([CH3:14])[N:12]=[CH:11][C:10]=2[N+:15]([O-:17])=[O:16])[CH2:6][CH2:5][CH:4]([N:18]([CH3:27])[C:19](=[O:25])[O:20][C:21]([CH3:23])([CH3:22])[CH3:24])[CH2:3]1. (7) Given the reactants [CH:1](I)([CH3:3])[CH3:2].[Br:5][C:6]1[CH:7]=[C:8]([CH:11]=[CH:12][C:13]=1[OH:14])[CH:9]=[O:10].C(=O)([O-])[O-].[K+].[K+], predict the reaction product. The product is: [Br:5][C:6]1[CH:7]=[C:8]([CH:11]=[CH:12][C:13]=1[O:14][CH:1]([CH3:3])[CH3:2])[CH:9]=[O:10]. (8) Given the reactants C(N(CC)CC)C.[NH2:8][CH:9]1[CH2:14][CH:13]([C:15]2[CH:20]=[CH:19][CH:18]=[C:17]([F:21])[C:16]=2[F:22])[CH2:12][N:11]([CH2:23][CH2:24][O:25][CH3:26])[C:10]1=[O:27].C1C([N+]([O-])=O)=CC=C([Cl-][C:38]([O-])=[O:39])C=1.Cl.Cl.[O:43]=[C:44]1[NH:52][C:47]2=[N:48][CH:49]=[CH:50][CH:51]=[C:46]2[N:45]1[CH:53]1[CH2:58][CH2:57][NH:56][CH2:55][CH2:54]1.C(=O)(O)[O-].[Na+], predict the reaction product. The product is: [F:22][C:16]1[C:17]([F:21])=[CH:18][CH:19]=[CH:20][C:15]=1[CH:13]1[CH2:12][N:11]([CH2:23][CH2:24][O:25][CH3:26])[C:10](=[O:27])[CH:9]([NH:8][C:38]([N:56]2[CH2:57][CH2:58][CH:53]([N:45]3[C:46]4[C:47](=[N:48][CH:49]=[CH:50][CH:51]=4)[NH:52][C:44]3=[O:43])[CH2:54][CH2:55]2)=[O:39])[CH2:14]1. (9) Given the reactants [OH:1][C@@H:2]1[CH2:6][CH2:5][O:4][CH2:3]1.[H-].[Na+].[H][H].[Br:11][C:12]1[C:13](Cl)=[N:14][C:15]([Cl:18])=[N:16][CH:17]=1, predict the reaction product. The product is: [Br:11][C:12]1[C:13]([O:1][C@@H:2]2[CH2:6][CH2:5][O:4][CH2:3]2)=[N:14][C:15]([Cl:18])=[N:16][CH:17]=1.